From a dataset of Full USPTO retrosynthesis dataset with 1.9M reactions from patents (1976-2016). Predict the reactants needed to synthesize the given product. Given the product [C:11]([NH:15][C:6]([C:5]1[CH:4]=[N:3][C:2]([Cl:1])=[CH:10][CH:9]=1)=[O:8])([CH3:14])([CH3:13])[CH3:12], predict the reactants needed to synthesize it. The reactants are: [Cl:1][C:2]1[CH:10]=[CH:9][C:5]([C:6]([OH:8])=O)=[CH:4][N:3]=1.[C:11]([NH2:15])([CH3:14])([CH3:13])[CH3:12].